From a dataset of Forward reaction prediction with 1.9M reactions from USPTO patents (1976-2016). Predict the product of the given reaction. (1) Given the reactants [C:1]([O:5][C:6](=[O:27])[NH:7][CH2:8][C:9]1[CH:14]=[C:13]([O:15][C:16]2[CH:21]=[C:20]([F:22])[CH:19]=[C:18]([F:23])[CH:17]=2)[CH:12]=[CH:11][C:10]=1[N+:24]([O-])=O)([CH3:4])([CH3:3])[CH3:2].[Cl-].[NH4+].C(O)C, predict the reaction product. The product is: [C:1]([O:5][C:6](=[O:27])[NH:7][CH2:8][C:9]1[CH:14]=[C:13]([O:15][C:16]2[CH:21]=[C:20]([F:22])[CH:19]=[C:18]([F:23])[CH:17]=2)[CH:12]=[CH:11][C:10]=1[NH2:24])([CH3:4])([CH3:2])[CH3:3]. (2) Given the reactants [Cl:1][C:2]1[CH:3]=[C:4]([C:9](O)([CH2:14][N+:15]([O-:17])=[O:16])[C:10]([F:13])([F:12])[F:11])[CH:5]=[C:6]([Cl:8])[CH:7]=1.O=S(Cl)Cl.N1C=CC=CC=1, predict the reaction product. The product is: [Cl:1][C:2]1[CH:3]=[C:4](/[C:9](/[C:10]([F:11])([F:12])[F:13])=[CH:14]/[N+:15]([O-:17])=[O:16])[CH:5]=[C:6]([Cl:8])[CH:7]=1. (3) Given the reactants [Cl:1][CH2:2][C:3]([C:5]1[S:6][CH:7]=[CH:8][CH:9]=1)=[O:4].[N:10]12[CH2:17][CH2:16][CH:13]([CH2:14][CH2:15]1)[C@@H:12]([NH:18][C:19](=[O:36])[O:20][CH:21]([C:28]1[CH:33]=[CH:32][C:31]([O:34][CH3:35])=[CH:30][CH:29]=1)[C:22]1[CH:27]=[CH:26][CH:25]=[CH:24][CH:23]=1)[CH2:11]2, predict the reaction product. The product is: [Cl-:1].[CH3:35][O:34][C:31]1[CH:30]=[CH:29][C:28]([CH:21]([C:22]2[CH:27]=[CH:26][CH:25]=[CH:24][CH:23]=2)[O:20][C:19]([NH:18][C@@H:12]2[CH:13]3[CH2:14][CH2:15][N+:10]([CH2:2][C:3](=[O:4])[C:5]4[S:6][CH:7]=[CH:8][CH:9]=4)([CH2:17][CH2:16]3)[CH2:11]2)=[O:36])=[CH:33][CH:32]=1. (4) Given the reactants [CH:1]([C:3]1[CH:8]=[CH:7][C:6]([C:9]2[C:10]3[N:11]([N:15]=[C:16]([NH:18][C:19]([CH:21]4[CH2:23][CH2:22]4)=[O:20])[CH:17]=3)[CH:12]=[CH:13][CH:14]=2)=[CH:5][CH:4]=1)=O.[CH3:24][C@H:25]1[NH:30][CH2:29][CH2:28][N:27]([C:31]([O:33][C:34]([CH3:37])([CH3:36])[CH3:35])=[O:32])[CH2:26]1.C(O)(=O)C, predict the reaction product. The product is: [CH:21]1([C:19]([NH:18][C:16]2[CH:17]=[C:10]3[C:9]([C:6]4[CH:5]=[CH:4][C:3]([CH2:1][N:30]5[CH2:29][CH2:28][N:27]([C:31]([O:33][C:34]([CH3:36])([CH3:35])[CH3:37])=[O:32])[CH2:26][C@H:25]5[CH3:24])=[CH:8][CH:7]=4)=[CH:14][CH:13]=[CH:12][N:11]3[N:15]=2)=[O:20])[CH2:23][CH2:22]1. (5) Given the reactants C[O:2][C:3](=[O:40])[C@@H:4]([NH:14][C:15]([C:17]1[C:18]([CH3:39])=[N:19][C:20]([NH:24][CH2:25][C:26]2[CH:31]=[CH:30][CH:29]=[CH:28][C:27]=2[C:32]2[CH:37]=[CH:36][CH:35]=[C:34]([OH:38])[CH:33]=2)=[N:21][C:22]=1[CH3:23])=[O:16])[CH2:5][NH:6][C:7]([C:9]1[S:10][CH:11]=[CH:12][CH:13]=1)=[O:8].O[Li].O, predict the reaction product. The product is: [OH:38][C:34]1[CH:33]=[C:32]([C:27]2[CH:28]=[CH:29][CH:30]=[CH:31][C:26]=2[CH2:25][NH:24][C:20]2[N:19]=[C:18]([CH3:39])[C:17]([C:15]([NH:14][C@@H:4]([CH2:5][NH:6][C:7]([C:9]3[S:10][CH:11]=[CH:12][CH:13]=3)=[O:8])[C:3]([OH:40])=[O:2])=[O:16])=[C:22]([CH3:23])[N:21]=2)[CH:37]=[CH:36][CH:35]=1. (6) The product is: [OH:8][C@H:9]1[C@:12]2([C:23]3[CH:24]=[CH:25][CH:26]=[CH:27][CH:28]=3)[C:13]3[CH:21]=[CH:20][CH:19]=[CH:18][C:14]=3[O:15][CH2:16][CH2:17][N:11]2[C:10]1=[O:29]. Given the reactants C([O:8][C@H:9]1[C@:12]2([C:23]3[CH:28]=[CH:27][CH:26]=[CH:25][CH:24]=3)[C:13]3[CH:21]=[C:20](Cl)[CH:19]=[CH:18][C:14]=3[O:15][CH2:16][CH2:17][N:11]2[C:10]1=[O:29])C1C=CC=CC=1.C(O)(=O)C.[H][H], predict the reaction product. (7) Given the reactants [CH2:1]([C:3]1[C:12]2[C:7](=[CH:8][CH:9]=[CH:10][CH:11]=2)[N:6](O)[CH2:5][CH:4]=1)[CH3:2].[H-].[Na+].C1C=CC(N([S:30](C(F)(F)F)(=[O:32])=[O:31])S(C(F)(F)F)(=O)=O)=CC=1.C(=O)([O-])[O-:38].[Na+].[Na+].Cl.[NH2:44][C@H:45]1[CH2:49][CH2:48][N:47]([C:50](=[O:63])[CH2:51][C:52]2[CH:57]=[CH:56][C:55]([O:58][C:59]([F:62])([F:61])[F:60])=[CH:54][CH:53]=2)[CH2:46]1.C(=O)([O-])O.[Na+], predict the reaction product. The product is: [C:7]1([S:30]([OH:32])(=[O:38])=[O:31])[CH:12]=[CH:11][CH:10]=[CH:9][CH:8]=1.[CH2:1]([C:3]1[C:12]2[C:7](=[CH:8][CH:9]=[CH:10][CH:11]=2)[N:6]=[C:5]([NH:44][C@H:45]2[CH2:49][CH2:48][N:47]([C:50](=[O:63])[CH2:51][C:52]3[CH:53]=[CH:54][C:55]([O:58][C:59]([F:60])([F:61])[F:62])=[CH:56][CH:57]=3)[CH2:46]2)[CH:4]=1)[CH3:2].